This data is from Forward reaction prediction with 1.9M reactions from USPTO patents (1976-2016). The task is: Predict the product of the given reaction. (1) Given the reactants [C:1]1([C:7]#[C:8][C:9]([S:17][C:18]2[CH:23]=[CH:22][CH:21]=[CH:20][CH:19]=2)=[N:10][C:11]2[CH:16]=[CH:15][CH:14]=[CH:13][CH:12]=2)[CH:6]=[CH:5][CH:4]=[CH:3][CH:2]=1.[C:24]1([SH:30])[CH:29]=[CH:28][CH:27]=[CH:26][CH:25]=1.C(O[K])(C)(C)C, predict the reaction product. The product is: [C:1]1([C:7]([S:30][C:24]2[CH:29]=[CH:28][CH:27]=[CH:26][CH:25]=2)=[CH:8][C:9]([S:17][C:18]2[CH:23]=[CH:22][CH:21]=[CH:20][CH:19]=2)=[N:10][C:11]2[CH:12]=[CH:13][CH:14]=[CH:15][CH:16]=2)[CH:2]=[CH:3][CH:4]=[CH:5][CH:6]=1. (2) Given the reactants [F:1][C:2]1[CH:7]=[CH:6][C:5]([C:8](=O)[CH2:9][C:10]([O:12][CH2:13][CH3:14])=[O:11])=[CH:4][CH:3]=1.C[N:17]([CH:19](OC)OC)C.Cl.[C:25]([NH:29]N)([CH3:28])([CH3:27])[CH3:26], predict the reaction product. The product is: [C:25]([N:29]1[C:8]([C:5]2[CH:6]=[CH:7][C:2]([F:1])=[CH:3][CH:4]=2)=[C:9]([C:10]([O:12][CH2:13][CH3:14])=[O:11])[CH:19]=[N:17]1)([CH3:28])([CH3:27])[CH3:26]. (3) The product is: [Br:2][C:3]1[CH:8]=[CH:7][N:6]2[CH:9]=[C:10]([C:13]([F:15])([F:16])[F:14])[N:11]=[C:5]2[CH:4]=1. Given the reactants Br.[Br:2][C:3]1[CH:8]=[CH:7][N:6]2[CH2:9][C:10]([C:13]([F:16])([F:15])[F:14])(O)[N:11]=[C:5]2[CH:4]=1, predict the reaction product. (4) Given the reactants CC1C=C(N2CCN(CC3C=CC(C(F)(F)F)=CC=3)C2=O)SC=1C(OCC)=O.[CH3:29][C:30]1[N:31]=[C:32]([N:40]2[CH2:44][CH2:43][N:42]([CH2:45][C:46]3[CH:50]=[C:49]([CH3:51])[O:48][N:47]=3)[C:41]2=[O:52])[S:33][C:34]=1[C:35]([O:37]CC)=[O:36], predict the reaction product. The product is: [CH3:29][C:30]1[N:31]=[C:32]([N:40]2[CH2:44][CH2:43][N:42]([CH2:45][C:46]3[CH:50]=[C:49]([CH3:51])[O:48][N:47]=3)[C:41]2=[O:52])[S:33][C:34]=1[C:35]([OH:37])=[O:36]. (5) Given the reactants [N+:1]([C:4]1[CH:5]=[C:6]2[C:10](=[CH:11][CH:12]=1)[NH:9][C:8]([C:13]([O:15]CC)=[O:14])=[C:7]2[C:18]1[CH:23]=[CH:22][CH:21]=[CH:20][CH:19]=1)([O-])=O.[C:24]([C:28]1[CH:33]=[CH:32][C:31]([S:34](Cl)(=[O:36])=[O:35])=[CH:30][CH:29]=1)([CH3:27])([CH3:26])[CH3:25], predict the reaction product. The product is: [C:24]([C:28]1[CH:33]=[CH:32][C:31]([S:34]([NH:1][C:4]2[CH:5]=[C:6]3[C:10](=[CH:11][CH:12]=2)[NH:9][C:8]([C:13]([OH:15])=[O:14])=[C:7]3[C:18]2[CH:23]=[CH:22][CH:21]=[CH:20][CH:19]=2)(=[O:36])=[O:35])=[CH:30][CH:29]=1)([CH3:27])([CH3:25])[CH3:26]. (6) Given the reactants [CH:1]1([C:4]#[C:5][C:6]2[CH:7]=[C:8]3[C:13](=[N:14][CH:15]=2)[N:12]([CH3:16])[C:11](=[O:17])[C:10]([C:18]([NH:20][CH2:21][C:22]([O:24]C(C)(C)C)=[O:23])=[O:19])=[C:9]3[OH:29])[CH2:3][CH2:2]1.C(O)(C(F)(F)F)=O, predict the reaction product. The product is: [CH:1]1([C:4]#[C:5][C:6]2[CH:7]=[C:8]3[C:13](=[N:14][CH:15]=2)[N:12]([CH3:16])[C:11](=[O:17])[C:10]([C:18]([NH:20][CH2:21][C:22]([OH:24])=[O:23])=[O:19])=[C:9]3[OH:29])[CH2:2][CH2:3]1. (7) Given the reactants [Si]([C:5]#[N:6])(C)(C)C.[NH2:7][C:8]1[CH:13]=[CH:12][C:11]([CH2:14][CH2:15][CH2:16][C:17]#[N:18])=[C:10]([F:19])[CH:9]=1.[C:20]1(=O)[CH2:23]C[CH2:21]1, predict the reaction product. The product is: [C:5]([C:20]([NH:7][C:8]1[CH:13]=[CH:12][C:11]([CH2:14][CH2:15][CH2:16][C:17]#[N:18])=[C:10]([F:19])[CH:9]=1)([CH3:23])[CH3:21])#[N:6]. (8) Given the reactants [Cl:1][C:2]1[CH:3]=[C:4](C2C=C(C(F)(F)F)C=CC=2S(N)(=O)=O)[CH:5]=[C:6]([Cl:23])[C:7]=1[O:8][C:9]1[S:10][C:11]2[CH:17]=[C:16]([NH:18][S:19]([CH3:22])(=[O:21])=[O:20])[CH:15]=[CH:14][C:12]=2[N:13]=1.NC1C=CC2N=C(OC3C(Cl)=CC([NH:54][S:55]([C:58]4[CH:63]=[CH:62][C:61]([C:64]([F:67])([F:66])[F:65])=[CH:60][C:59]=4[Cl:68])(=[O:57])=[O:56])=CC=3Cl)SC=2C=1.CS(Cl)(=O)=O, predict the reaction product. The product is: [Cl:68][C:59]1[CH:60]=[C:61]([C:64]([F:66])([F:65])[F:67])[CH:62]=[CH:63][C:58]=1[S:55]([NH:54][C:4]1[CH:3]=[C:2]([Cl:1])[C:7]([O:8][C:9]2[S:10][C:11]3[CH:17]=[C:16]([NH:18][S:19]([CH3:22])(=[O:21])=[O:20])[CH:15]=[CH:14][C:12]=3[N:13]=2)=[C:6]([Cl:23])[CH:5]=1)(=[O:57])=[O:56]. (9) Given the reactants Br[CH2:2][C:3]1[CH:4]=[C:5]([CH:8]=[CH:9][CH:10]=1)[C:6]#[N:7].[N-:11]=[N+:12]=[N-:13].[Na+].O, predict the reaction product. The product is: [N:11]([CH2:2][C:3]1[CH:4]=[C:5]([CH:8]=[CH:9][CH:10]=1)[C:6]#[N:7])=[N+:12]=[N-:13].